From a dataset of NCI-60 drug combinations with 297,098 pairs across 59 cell lines. Regression. Given two drug SMILES strings and cell line genomic features, predict the synergy score measuring deviation from expected non-interaction effect. (1) Drug 1: CN(CC1=CN=C2C(=N1)C(=NC(=N2)N)N)C3=CC=C(C=C3)C(=O)NC(CCC(=O)O)C(=O)O. Drug 2: C(CCl)NC(=O)N(CCCl)N=O. Cell line: NCI-H226. Synergy scores: CSS=3.75, Synergy_ZIP=-8.52, Synergy_Bliss=-5.35, Synergy_Loewe=-7.12, Synergy_HSA=-6.83. (2) Cell line: DU-145. Drug 1: C1CCN(CC1)CCOC2=CC=C(C=C2)C(=O)C3=C(SC4=C3C=CC(=C4)O)C5=CC=C(C=C5)O. Drug 2: CC(C1=C(C=CC(=C1Cl)F)Cl)OC2=C(N=CC(=C2)C3=CN(N=C3)C4CCNCC4)N. Synergy scores: CSS=7.91, Synergy_ZIP=7.76, Synergy_Bliss=13.4, Synergy_Loewe=6.32, Synergy_HSA=7.07. (3) Drug 1: CN(C)N=NC1=C(NC=N1)C(=O)N. Drug 2: CS(=O)(=O)CCNCC1=CC=C(O1)C2=CC3=C(C=C2)N=CN=C3NC4=CC(=C(C=C4)OCC5=CC(=CC=C5)F)Cl. Cell line: HCT116. Synergy scores: CSS=6.18, Synergy_ZIP=-0.607, Synergy_Bliss=1.37, Synergy_Loewe=0.655, Synergy_HSA=0.767. (4) Drug 1: CC(C1=C(C=CC(=C1Cl)F)Cl)OC2=C(N=CC(=C2)C3=CN(N=C3)C4CCNCC4)N. Drug 2: CC12CCC3C(C1CCC2OP(=O)(O)O)CCC4=C3C=CC(=C4)OC(=O)N(CCCl)CCCl.[Na+]. Cell line: IGROV1. Synergy scores: CSS=-1.46, Synergy_ZIP=-2.97, Synergy_Bliss=-7.12, Synergy_Loewe=-10.5, Synergy_HSA=-7.59. (5) Drug 1: CC1C(C(CC(O1)OC2CC(CC3=C2C(=C4C(=C3O)C(=O)C5=C(C4=O)C(=CC=C5)OC)O)(C(=O)C)O)N)O.Cl. Drug 2: C1C(C(OC1N2C=C(C(=O)NC2=O)F)CO)O. Cell line: SN12C. Synergy scores: CSS=36.2, Synergy_ZIP=-6.82, Synergy_Bliss=-5.98, Synergy_Loewe=-6.23, Synergy_HSA=-2.47. (6) Drug 1: CCC1(CC2CC(C3=C(CCN(C2)C1)C4=CC=CC=C4N3)(C5=C(C=C6C(=C5)C78CCN9C7C(C=CC9)(C(C(C8N6C=O)(C(=O)OC)O)OC(=O)C)CC)OC)C(=O)OC)O.OS(=O)(=O)O. Drug 2: C1C(C(OC1N2C=NC3=C(N=C(N=C32)Cl)N)CO)O. Cell line: NCI-H226. Synergy scores: CSS=17.5, Synergy_ZIP=-5.83, Synergy_Bliss=-2.01, Synergy_Loewe=-9.05, Synergy_HSA=-0.250. (7) Drug 1: COC1=C(C=C2C(=C1)N=CN=C2NC3=CC(=C(C=C3)F)Cl)OCCCN4CCOCC4. Drug 2: CN1C2=C(C=C(C=C2)N(CCCl)CCCl)N=C1CCCC(=O)O.Cl. Cell line: OVCAR-5. Synergy scores: CSS=52.3, Synergy_ZIP=1.12, Synergy_Bliss=2.82, Synergy_Loewe=-32.7, Synergy_HSA=2.74. (8) Synergy scores: CSS=14.4, Synergy_ZIP=-5.41, Synergy_Bliss=1.39, Synergy_Loewe=-5.75, Synergy_HSA=4.13. Cell line: CAKI-1. Drug 1: CC(C1=C(C=CC(=C1Cl)F)Cl)OC2=C(N=CC(=C2)C3=CN(N=C3)C4CCNCC4)N. Drug 2: CN1C2=C(C=C(C=C2)N(CCCl)CCCl)N=C1CCCC(=O)O.Cl. (9) Drug 1: CC(CN1CC(=O)NC(=O)C1)N2CC(=O)NC(=O)C2. Drug 2: CC1=C(C(=CC=C1)Cl)NC(=O)C2=CN=C(S2)NC3=CC(=NC(=N3)C)N4CCN(CC4)CCO. Cell line: MCF7. Synergy scores: CSS=10.1, Synergy_ZIP=-0.400, Synergy_Bliss=9.02, Synergy_Loewe=2.45, Synergy_HSA=2.48. (10) Drug 1: C1=CC(=CC=C1CCC2=CNC3=C2C(=O)NC(=N3)N)C(=O)NC(CCC(=O)O)C(=O)O. Drug 2: C1=CC(=C2C(=C1NCCNCCO)C(=O)C3=C(C=CC(=C3C2=O)O)O)NCCNCCO. Cell line: SK-OV-3. Synergy scores: CSS=49.8, Synergy_ZIP=-6.56, Synergy_Bliss=-10.4, Synergy_Loewe=-15.0, Synergy_HSA=-4.95.